Dataset: Forward reaction prediction with 1.9M reactions from USPTO patents (1976-2016). Task: Predict the product of the given reaction. (1) Given the reactants [Cl:1][C:2]1[C:3]([O:12][C:13]2[CH:18]=[C:17]([O:19][CH2:20][CH2:21][O:22][Si:23]([CH:30]([CH3:32])[CH3:31])([CH:27]([CH3:29])[CH3:28])[CH:24]([CH3:26])[CH3:25])[CH:16]=[CH:15][C:14]=2/[CH:33]=[CH:34]/[C:35]([O:37]CC)=[O:36])=[N:4][CH:5]=[C:6]([C:8]([F:11])([F:10])[F:9])[CH:7]=1.[OH-].[Na+].O1CCCC1, predict the reaction product. The product is: [Cl:1][C:2]1[C:3]([O:12][C:13]2[CH:18]=[C:17]([O:19][CH2:20][CH2:21][O:22][Si:23]([CH:27]([CH3:28])[CH3:29])([CH:30]([CH3:31])[CH3:32])[CH:24]([CH3:25])[CH3:26])[CH:16]=[CH:15][C:14]=2/[CH:33]=[CH:34]/[C:35]([OH:37])=[O:36])=[N:4][CH:5]=[C:6]([C:8]([F:10])([F:9])[F:11])[CH:7]=1. (2) Given the reactants [CH3:1][C:2]1[C:11]([CH3:12])=[CH:10][C:9]([NH2:13])=[C:8]2[C:3]=1[CH:4]=[CH:5][CH:6]=[N:7]2.[C:14]1([S:20](Cl)(=[O:22])=[O:21])[CH:19]=[CH:18][CH:17]=[CH:16][CH:15]=1, predict the reaction product. The product is: [CH3:1][C:2]1[C:11]([CH3:12])=[CH:10][C:9]([NH:13][S:20]([C:14]2[CH:19]=[CH:18][CH:17]=[CH:16][CH:15]=2)(=[O:22])=[O:21])=[C:8]2[C:3]=1[CH:4]=[CH:5][CH:6]=[N:7]2. (3) Given the reactants [CH3:1][O:2][C:3](=[O:14])[C:4]1[CH:9]=[CH:8][C:7]([N+:10]([O-:12])=[O:11])=[CH:6][C:5]=1[CH3:13].[Br:15]N1C(=O)CCC1=O, predict the reaction product. The product is: [Br:15][CH2:13][C:5]1[CH:6]=[C:7]([N+:10]([O-:12])=[O:11])[CH:8]=[CH:9][C:4]=1[C:3]([O:2][CH3:1])=[O:14]. (4) Given the reactants C1(C(C2C3C(=C(CSC)C=CC=3)NC=2)(C2C=CC3[O:10][C:11]([F:14])([F:13])[O:12]C=3C=2)C)CC1.Cl[C:30]1[CH:35]=[CH:34][C:33]([C:36]([C:41]2[C:49]3[C:44](=[C:45]([CH2:50][S:51]([CH3:54])(=[O:53])=[O:52])[CH:46]=[CH:47][CH:48]=3)[NH:43][CH:42]=2)([CH:38]2[CH2:40][CH2:39]2)[CH3:37])=[CH:32][CH:31]=1, predict the reaction product. The product is: [CH:38]1([C:36]([C:41]2[C:49]3[C:44](=[C:45]([CH2:50][S:51]([CH3:54])(=[O:53])=[O:52])[CH:46]=[CH:47][CH:48]=3)[NH:43][CH:42]=2)([C:33]2[CH:34]=[CH:35][C:30]3[O:10][C:11]([F:14])([F:13])[O:12][C:31]=3[CH:32]=2)[CH3:37])[CH2:40][CH2:39]1. (5) Given the reactants C[O:2][C:3]1[N:8]=[C:7]([CH2:9][CH2:10][C:11]2[CH:16]=[CH:15][CH:14]=[CH:13][CH:12]=2)[CH:6]=[CH:5][N:4]=1, predict the reaction product. The product is: [CH2:9]([C:7]1[CH:6]=[CH:5][NH:4][C:3](=[O:2])[N:8]=1)[CH2:10][C:11]1[CH:12]=[CH:13][CH:14]=[CH:15][CH:16]=1. (6) Given the reactants [CH3:1][O:2][C:3](=[O:17])[C:4]1[CH:9]=[C:8]([N+:10]([O-])=O)[CH:7]=[CH:6][C:5]=1[O:13][CH:14]([F:16])[F:15], predict the reaction product. The product is: [CH3:1][O:2][C:3](=[O:17])[C:4]1[CH:9]=[C:8]([NH2:10])[CH:7]=[CH:6][C:5]=1[O:13][CH:14]([F:15])[F:16]. (7) Given the reactants [F:1][C:2]1[CH:7]=[CH:6][C:5]([C:8]2[O:12][C:11]([CH2:13][C@H:14]([OH:19])[C:15]([CH3:18])([CH3:17])[CH3:16])=[N:10][N:9]=2)=[CH:4][CH:3]=1.[N:20]([C@@H:23]([CH2:28][CH2:29][CH2:30][CH3:31])[C:24]([O:26][CH3:27])=[O:25])=[C:21]=[O:22], predict the reaction product. The product is: [F:1][C:2]1[CH:3]=[CH:4][C:5]([C:8]2[O:12][C:11]([CH2:13][C@H:14]([O:19][C:21]([NH:20][C@@H:23]([CH2:28][CH2:29][CH2:30][CH3:31])[C:24]([O:26][CH3:27])=[O:25])=[O:22])[C:15]([CH3:16])([CH3:18])[CH3:17])=[N:10][N:9]=2)=[CH:6][CH:7]=1.